Dataset: Forward reaction prediction with 1.9M reactions from USPTO patents (1976-2016). Task: Predict the product of the given reaction. Given the reactants FC(F)(F)C(O)=O.C(OC(=O)[NH:14][CH:15]1[CH2:20][CH2:19][N:18]([CH2:21][CH2:22][S:23][C:24]2[CH:33]=[N:32][C:31]3[C:26](=[CH:27][C:28]([O:34][CH3:35])=[CH:29][CH:30]=3)[N:25]=2)[CH2:17][CH2:16]1)(C)(C)C, predict the reaction product. The product is: [CH3:35][O:34][C:28]1[CH:27]=[C:26]2[C:31]([N:32]=[CH:33][C:24]([S:23][CH2:22][CH2:21][N:18]3[CH2:17][CH2:16][CH:15]([NH2:14])[CH2:20][CH2:19]3)=[N:25]2)=[CH:30][CH:29]=1.